From a dataset of Full USPTO retrosynthesis dataset with 1.9M reactions from patents (1976-2016). Predict the reactants needed to synthesize the given product. (1) Given the product [N:18]1([C:12]2[CH:13]=[C:14]([CH2:16][N:36]3[CH2:41][CH2:40][O:39][CH2:38][CH2:37]3)[N:15]=[C:10]([C:6]3[CH:5]=[C:4]4[C:9](=[CH:8][CH:7]=3)[NH:1][CH:2]=[CH:3]4)[N:11]=2)[CH2:23][CH2:22][O:21][CH2:20][CH2:19]1, predict the reactants needed to synthesize it. The reactants are: [NH:1]1[C:9]2[C:4](=[CH:5][C:6]([C:10]3[N:15]=[C:14]([CH2:16]O)[CH:13]=[C:12]([N:18]4[CH2:23][CH2:22][O:21][CH2:20][CH2:19]4)[N:11]=3)=[CH:7][CH:8]=2)[CH:3]=[CH:2]1.CS(Cl)(=O)=O.C(N(CC)CC)C.[NH:36]1[CH2:41][CH2:40][O:39][CH2:38][CH2:37]1. (2) The reactants are: [CH3:1][O:2][C:3]1[N:8]=[C:7]([O:9][CH3:10])[C:6]([C:11]2([OH:18])[CH2:16][CH2:15][C:14](=O)[CH2:13][CH2:12]2)=[CH:5][N:4]=1.[NH:19]1[CH2:22][CH:21]([NH:23][C:24]([CH2:26][NH:27][C:28](=[O:39])[C:29]2[CH:34]=[CH:33][CH:32]=[C:31]([C:35]([F:38])([F:37])[F:36])[CH:30]=2)=[O:25])[CH2:20]1. Given the product [CH3:1][O:2][C:3]1[N:8]=[C:7]([O:9][CH3:10])[C:6]([C:11]2([OH:18])[CH2:16][CH2:15][CH:14]([N:19]3[CH2:22][CH:21]([NH:23][C:24]([CH2:26][NH:27][C:28](=[O:39])[C:29]4[CH:34]=[CH:33][CH:32]=[C:31]([C:35]([F:38])([F:36])[F:37])[CH:30]=4)=[O:25])[CH2:20]3)[CH2:13][CH2:12]2)=[CH:5][N:4]=1, predict the reactants needed to synthesize it. (3) Given the product [CH2:1]([O:3][C:4]([C:6]1[C:7]([O:18][CH3:19])=[C:8]2[C:13]([NH:33][C:30]3[CH:29]=[CH:28][C:27]([O:20][C:21]4[CH:26]=[CH:25][CH:24]=[CH:23][CH:22]=4)=[CH:32][CH:31]=3)=[C:12]([C:15]#[N:16])[CH:11]=[N:10][N:9]2[CH:17]=1)=[O:5])[CH3:2], predict the reactants needed to synthesize it. The reactants are: [CH2:1]([O:3][C:4]([C:6]1[C:7]([O:18][CH3:19])=[C:8]2[C:13](Cl)=[C:12]([C:15]#[N:16])[CH:11]=[N:10][N:9]2[CH:17]=1)=[O:5])[CH3:2].[O:20]([C:27]1[CH:32]=[CH:31][C:30]([NH2:33])=[CH:29][CH:28]=1)[C:21]1[CH:26]=[CH:25][CH:24]=[CH:23][CH:22]=1.COC(C1C(C)=C2C(NC3C=CC(OC4C=CC=CC=4OC(C(OC(C)(C)C)=O)(C)C)=CC=3)=C(C#N)C=NN2C=1)=O.C(OC(C1C(OC)=C2C(O)=C(C#N)C=NN2C=1)=O)C. (4) Given the product [CH3:25][C@@H:26]([C:29]([N:31]1[C@H:35]([C:36]([OH:38])=[O:37])[CH2:34][CH2:33][CH2:32]1)=[O:30])[CH2:27][SH:28].[CH2:34]1[CH:35]([C:36]([OH:38])=[O:37])[CH:33]1[CH:32]=[O:19], predict the reactants needed to synthesize it. The reactants are: C(Br)C=C.O.O.O.O.O.S([O-])([O-])(=O)=S.[Na+].[Na+].S([O-])(OCC=C)(=[O:19])=S.[CH3:25][C@@H:26]([C:29]([N:31]1[C@H:35]([C:36]([OH:38])=[O:37])[CH2:34][CH2:33][CH2:32]1)=[O:30])[CH2:27][SH:28]. (5) Given the product [ClH:16].[NH2:1][C:2]1[S:3][C:4]2[CH:10]=[C:9]([C:11]([OH:13])=[O:12])[CH:8]=[CH:7][C:5]=2[N:6]=1, predict the reactants needed to synthesize it. The reactants are: [NH2:1][C:2]1[S:3][C:4]2[CH:10]=[C:9]([C:11]([O:13]CC)=[O:12])[CH:8]=[CH:7][C:5]=2[N:6]=1.[ClH:16].